Dataset: Full USPTO retrosynthesis dataset with 1.9M reactions from patents (1976-2016). Task: Predict the reactants needed to synthesize the given product. (1) Given the product [CH3:34][S@:26](=[N:25][C:23]([C:22]1[CH:35]=[C:18]([C:2]#[C:1][C:3]2[CH:4]=[CH:5][C:6]([NH:9][C:10](=[O:16])[O:11][C:12]([CH3:13])([CH3:15])[CH3:14])=[CH:7][CH:8]=2)[CH:19]=[N:20][CH:21]=1)=[O:24])(=[O:33])[C:27]1[CH:28]=[CH:29][CH:30]=[CH:31][CH:32]=1, predict the reactants needed to synthesize it. The reactants are: [C:1]([C:3]1[CH:8]=[CH:7][C:6]([NH:9][C:10](=[O:16])[O:11][C:12]([CH3:15])([CH3:14])[CH3:13])=[CH:5][CH:4]=1)#[CH:2].Br[C:18]1[CH:19]=[N:20][CH:21]=[C:22]([CH:35]=1)[C:23]([N:25]=[S:26]([CH3:34])(=[O:33])[C:27]1[CH:32]=[CH:31][CH:30]=[CH:29][CH:28]=1)=[O:24]. (2) Given the product [CH3:18][N:19]1[C:24](=[O:25])[CH:23]=[CH:22][N:21]([C:5]2[CH:6]=[CH:7][C:2]([CH3:1])=[C:3]([S:12][CH2:13][C:14]([F:17])([F:16])[F:15])[CH:4]=2)[C:20]1=[O:26], predict the reactants needed to synthesize it. The reactants are: [CH3:1][C:2]1[CH:7]=[CH:6][C:5](OB(O)O)=[CH:4][C:3]=1[S:12][CH2:13][C:14]([F:17])([F:16])[F:15].[CH3:18][N:19]1[C:24](=[O:25])[CH:23]=[CH:22][NH:21][C:20]1=[O:26].N1C=CC=CC=1. (3) Given the product [CH3:56][C:49]1([C:53](=[O:54])[NH:6][C:7]2[CH:12]=[CH:11][C:10]([C:13]3[CH:18]=[CH:17][N:16]=[C:15]([NH:19][C:20]4[CH:21]=[CH:22][C:23]([N:26]5[CH2:27][CH2:28][O:29][CH2:30][CH2:31]5)=[CH:24][CH:25]=4)[N:14]=3)=[CH:9][CH:8]=2)[CH2:50][CH2:51][CH2:52][N:48]1[C:46]([O:45][C:41]([CH3:43])([CH3:42])[CH3:44])=[O:47], predict the reactants needed to synthesize it. The reactants are: Cl.Cl.Cl.Cl.Cl.[NH2:6][C:7]1[CH:12]=[CH:11][C:10]([C:13]2[CH:18]=[CH:17][N:16]=[C:15]([NH:19][C:20]3[CH:25]=[CH:24][C:23]([N:26]4[CH2:31][CH2:30][O:29][CH2:28][CH2:27]4)=[CH:22][CH:21]=3)[N:14]=2)=[CH:9][CH:8]=1.C(N(C(C)C)CC)(C)C.[C:41]([O:45][C:46]([N:48]1[CH2:52][CH2:51][CH2:50][C:49]1([CH3:56])[C:53](O)=[O:54])=[O:47])([CH3:44])([CH3:43])[CH3:42].F[P-](F)(F)(F)(F)F.N1(OC(N(C)C)=[N+](C)C)C2N=CC=CC=2N=N1. (4) Given the product [N:2]1[CH:3]=[CH:4][C:5](=[C:4]2[C:5](=[O:8])[C:6](=[C:12]3[CH:11]=[CH:10][N:9]=[CH:14][CH2:13]3)[CH2:7][N:2]([CH3:1])[CH2:3]2)[CH2:6][CH:7]=1, predict the reactants needed to synthesize it. The reactants are: [CH3:1][N:2]1[CH2:7][CH2:6][C:5](=[O:8])[CH2:4][CH2:3]1.[N:9]1[CH:14]=[CH:13][C:12](C=O)=[CH:11][CH:10]=1.[OH-].[Na+]. (5) Given the product [CH3:15][O:14][N:13]=[C:11]1[CH2:10][C@@H:9]([C:16]2[NH:42][C:35]3[CH:40]=[CH:39][CH:38]=[CH:37][C:36]=3[N:41]=2)[N:8]([C:6]([C:29]2[CH:28]=[CH:27][C:26]([C:21]3[CH:22]=[CH:23][CH:24]=[CH:25][C:20]=3[CH3:19])=[CH:31][CH:30]=2)=[O:7])[CH2:12]1, predict the reactants needed to synthesize it. The reactants are: C(O[C:6]([N:8]1[CH2:12][C:11](=[N:13][O:14][CH3:15])[CH2:10][C@H:9]1[C:16](O)=O)=[O:7])(C)(C)C.[CH3:19][C:20]1[CH:25]=[CH:24][CH:23]=[CH:22][C:21]=1[C:26]1[CH:31]=[CH:30][C:29](C(O)=O)=[CH:28][CH:27]=1.[C:35]1([NH2:42])[C:36]([NH2:41])=[CH:37][CH:38]=[CH:39][CH:40]=1. (6) The reactants are: [C:1]([O:5][C:6]([N:8]1[CH2:13][CH2:12][N:11]([C:14]2[CH:19]=[CH:18][C:17]([N+:20]([O-])=O)=[C:16]([NH2:23])[CH:15]=2)[CH2:10][CH2:9]1)=[O:7])([CH3:4])([CH3:3])[CH3:2].CC(O)=O.C([O-])(O)=O.[Na+].CC(=O)OCC. Given the product [NH2:23][C:16]1[CH:15]=[C:14]([N:11]2[CH2:12][CH2:13][N:8]([C:6]([O:5][C:1]([CH3:4])([CH3:3])[CH3:2])=[O:7])[CH2:9][CH2:10]2)[CH:19]=[CH:18][C:17]=1[NH2:20], predict the reactants needed to synthesize it. (7) Given the product [NH2:1]/[C:2](=[N:16]\[O:17][C:27](=[O:34])[C:28]1[CH:33]=[CH:32][CH:31]=[CH:30][CH:29]=1)/[C@H:3]1[CH2:7][CH2:6][C@H:5]([NH:8][C:9](=[O:15])[O:10][C:11]([CH3:12])([CH3:13])[CH3:14])[CH2:4]1, predict the reactants needed to synthesize it. The reactants are: [NH2:1]/[C:2](=[N:16]\[OH:17])/[C@H:3]1[CH2:7][CH2:6][C@H:5]([NH:8][C:9](=[O:15])[O:10][C:11]([CH3:14])([CH3:13])[CH3:12])[CH2:4]1.CCN(C(C)C)C(C)C.[C:27](Cl)(=[O:34])[C:28]1[CH:33]=[CH:32][CH:31]=[CH:30][CH:29]=1. (8) Given the product [Cl:6][C:7]1[CH:34]=[CH:33][C:32]([N:35]2[CH:39]=[CH:38][CH:37]=[N:36]2)=[CH:31][C:8]=1[C:9]([NH:11][C:12](=[O:30])[NH:13][C:14]1[S:15][C:16]2[CH:22]=[C:21]([S:23]([CH2:26][CH2:27][CH2:28][N:3]([CH2:4][CH3:5])[CH2:1][CH3:2])(=[O:25])=[O:24])[CH:20]=[CH:19][C:17]=2[N:18]=1)=[O:10], predict the reactants needed to synthesize it. The reactants are: [CH2:1]([NH:3][CH2:4][CH3:5])[CH3:2].[Cl:6][C:7]1[CH:34]=[CH:33][C:32]([N:35]2[CH:39]=[CH:38][CH:37]=[N:36]2)=[CH:31][C:8]=1[C:9]([NH:11][C:12](=[O:30])[NH:13][C:14]1[S:15][C:16]2[CH:22]=[C:21]([S:23]([CH2:26][CH2:27][CH2:28]I)(=[O:25])=[O:24])[CH:20]=[CH:19][C:17]=2[N:18]=1)=[O:10]. (9) Given the product [CH3:1][C:2]([CH3:32])=[CH:3][C@H:4]([C:10]1[CH:15]=[CH:14][C:13]([O:16][CH2:17][C:18]2[CH:27]=[CH:26][C:25]3[C:24]([CH3:29])([CH3:28])[CH2:23][CH2:22][C:21]([CH3:31])([CH3:30])[C:20]=3[CH:19]=2)=[CH:12][CH:11]=1)[CH2:5][C:6]([OH:8])=[O:7], predict the reactants needed to synthesize it. The reactants are: [CH3:1][C:2]([CH3:32])=[CH:3][C@H:4]([C:10]1[CH:15]=[CH:14][C:13]([O:16][CH2:17][C:18]2[CH:27]=[CH:26][C:25]3[C:24]([CH3:29])([CH3:28])[CH2:23][CH2:22][C:21]([CH3:31])([CH3:30])[C:20]=3[CH:19]=2)=[CH:12][CH:11]=1)[CH2:5][C:6]([O:8]C)=[O:7].[OH-].[Na+]. (10) Given the product [F:1][C:2]([F:7])([F:6])[C:3]([OH:5])=[O:4].[CH2:59]([NH:61][C:62](=[O:108])[NH:8][CH2:9][CH2:10][NH:11][C:12]([C:14]1[N:22]=[C:21]2[C:17]([N:18]=[CH:19][N:20]2[C@@H:23]2[CH2:27][C@H:26]([N:28]3[CH:32]=[C:31]([CH2:33][OH:34])[CH:30]=[N:29]3)[C@@H:25]([OH:35])[C@H:24]2[OH:36])=[C:16]([NH:37][CH2:38][CH:39]([C:46]2[CH:47]=[CH:48][CH:49]=[CH:50][CH:51]=2)[C:40]2[CH:41]=[CH:42][CH:43]=[CH:44][CH:45]=2)[N:15]=1)=[O:13])[CH3:60], predict the reactants needed to synthesize it. The reactants are: [F:1][C:2]([F:7])([F:6])[C:3]([OH:5])=[O:4].[NH2:8][CH2:9][CH2:10][NH:11][C:12]([C:14]1[N:22]=[C:21]2[C:17]([N:18]=[CH:19][N:20]2[C@@H:23]2[CH2:27][C@H:26]([N:28]3[CH:32]=[C:31]([CH2:33][OH:34])[CH:30]=[N:29]3)[C@@H:25]([OH:35])[C@H:24]2[OH:36])=[C:16]([NH:37][CH2:38][CH:39]([C:46]2[CH:51]=[CH:50][CH:49]=[CH:48][CH:47]=2)[C:40]2[CH:45]=[CH:44][CH:43]=[CH:42][CH:41]=2)[N:15]=1)=[O:13].FC(F)(F)C(O)=O.[CH2:59]([NH:61][C:62](=[O:108])NC[CH2:60][CH2:59][NH:61][C:62](C1N=C2C(N=CN2[C@@H]2C[C@H](N3C=C(CO)C=N3)[C@@H](O)[C@H]2O)=C(NCC(C2C=CC=CC=2)C2C=CC=CC=2)N=1)=[O:108])[CH3:60].